Dataset: Catalyst prediction with 721,799 reactions and 888 catalyst types from USPTO. Task: Predict which catalyst facilitates the given reaction. (1) Reactant: [Cl:1][C:2]1[CH:11]=[C:10]([NH:12][C:13]([C:15]2[O:16][C:17]([CH:23]([CH3:25])[CH3:24])=[C:18]([CH:20]([CH3:22])[CH3:21])[CH:19]=2)=[O:14])[CH:9]=[CH:8][C:3]=1[C:4]([O:6]C)=[O:5]. Product: [Cl:1][C:2]1[CH:11]=[C:10]([NH:12][C:13]([C:15]2[O:16][C:17]([CH:23]([CH3:25])[CH3:24])=[C:18]([CH:20]([CH3:21])[CH3:22])[CH:19]=2)=[O:14])[CH:9]=[CH:8][C:3]=1[C:4]([OH:6])=[O:5]. The catalyst class is: 74. (2) Reactant: [NH2:1][C:2]1[S:3][CH:4]=[CH:5][N:6]=1.[CH:7](=O)[CH2:8][CH2:9][CH3:10].C(O[BH-](OC(=O)C)OC(=O)C)(=O)C.[Na+].C(O)(=O)C. Product: [CH2:7]([NH:1][C:2]1[S:3][CH:4]=[CH:5][N:6]=1)[CH2:8][CH2:9][CH3:10]. The catalyst class is: 68. (3) Reactant: C([O:3][C:4](=[O:25])[C:5]1[CH:10]=[CH:9][CH:8]=[C:7]([C:11]2[CH2:15][CH2:14][CH2:13][C:12]=2[C:16]2[CH:21]=[C:20]([Br:22])[CH:19]=[CH:18][C:17]=2[O:23]C)[CH:6]=1)C. Product: [Br:22][C:20]1[CH:19]=[CH:18][C:17]([OH:23])=[C:16]([C:12]2[CH2:13][CH2:14][CH2:15][C:11]=2[C:7]2[CH:6]=[C:5]([CH:10]=[CH:9][CH:8]=2)[C:4]([OH:25])=[O:3])[CH:21]=1. The catalyst class is: 4. (4) Reactant: C1C(=O)N([Br:8])C(=O)C1.[CH3:9][C:10]([Si:13]([CH3:29])([CH3:28])[O:14][C:15]1[CH:23]=[C:22]2[C:18]([CH:19]=[C:20]([C:24]([O:26][CH3:27])=[O:25])[NH:21]2)=[CH:17][CH:16]=1)([CH3:12])[CH3:11]. Product: [Br:8][C:19]1[C:18]2[C:22](=[CH:23][C:15]([O:14][Si:13]([C:10]([CH3:9])([CH3:11])[CH3:12])([CH3:28])[CH3:29])=[CH:16][CH:17]=2)[NH:21][C:20]=1[C:24]([O:26][CH3:27])=[O:25]. The catalyst class is: 3. (5) Reactant: [C:1]([C:5]1[CH:10]=[CH:9][C:8]([S:11]([NH:14][C:15]2[C:20]([O:21][C:22]3[CH:27]=[CH:26][CH:25]=[CH:24][C:23]=3[O:28][CH3:29])=[C:19](Cl)[N:18]=[CH:17][N:16]=2)(=[O:13])=[O:12])=[CH:7][CH:6]=1)([CH3:4])([CH3:3])[CH3:2].[CH2:31]([O:33][CH:34]([O:37][CH2:38][CH3:39])[CH2:35][OH:36])[CH3:32].[OH-].[K+].CS(C)=O. Product: [C:1]([C:5]1[CH:10]=[CH:9][C:8]([S:11]([NH:14][C:15]2[C:20]([O:21][C:22]3[CH:27]=[CH:26][CH:25]=[CH:24][C:23]=3[O:28][CH3:29])=[C:19]([O:36][CH2:35][CH:34]([O:37][CH2:38][CH3:39])[O:33][CH2:31][CH3:32])[N:18]=[C:17]([C:17]3[N:18]=[CH:19][CH:20]=[CH:15][N:16]=3)[N:16]=2)(=[O:13])=[O:12])=[CH:7][CH:6]=1)([CH3:4])([CH3:3])[CH3:2]. The catalyst class is: 6. (6) Reactant: [C:1]([N:4]1[CH:13]=[CH:12][C:11]2[C:6](=[CH:7][CH:8]=[CH:9][C:10]=2[Br:14])[CH:5]1[CH2:15][C:16]([O:18]C)=O)(=[O:3])[CH3:2].BrC1C=CC=C2C=1C=C[N:25]=C2.C([Si](OC(OC)=C)(C)C)(C)(C)C.Cl. Product: [Br:14][C:10]1[CH:9]=[CH:8][CH:7]=[C:6]2[C:11]=1[CH2:12][CH2:13][N:4]1[C:1](=[O:3])[CH2:2][NH:25][C:16](=[O:18])[CH:15]=[C:5]12. The catalyst class is: 2.